This data is from Full USPTO retrosynthesis dataset with 1.9M reactions from patents (1976-2016). The task is: Predict the reactants needed to synthesize the given product. (1) Given the product [CH3:5][O:4][C:2]([N:16]1[CH2:17][CH2:18][CH:14]([NH2:13])[CH2:15]1)=[O:3], predict the reactants needed to synthesize it. The reactants are: Cl[C:2]([O:4][CH3:5])=[O:3].C(OC([NH:13][CH:14]1[CH2:18][CH2:17][NH:16][CH2:15]1)=O)(C)(C)C.C(N(CC)CC)C.[OH-]. (2) Given the product [S:23]1[C:27]([C:2]2[C:3]3[N:4]([N:8]=[C:9]([NH:11][C:12]4[CH:17]=[CH:16][CH:15]=[C:14]([C:18]([F:21])([F:20])[F:19])[CH:13]=4)[N:10]=3)[CH:5]=[CH:6][N:7]=2)=[CH:26][N:25]=[CH:24]1, predict the reactants needed to synthesize it. The reactants are: Cl[C:2]1[C:3]2[N:4]([N:8]=[C:9]([NH:11][C:12]3[CH:17]=[CH:16][CH:15]=[C:14]([C:18]([F:21])([F:20])[F:19])[CH:13]=3)[N:10]=2)[CH:5]=[CH:6][N:7]=1.[Br-].[S:23]1[CH:27]=[CH:26][N:25]=[C:24]1[Zn+].C(=O)([O-])[O-].[Na+].[Na+]. (3) Given the product [CH2:1]([NH:3][S:4]([C:7]1[CH:8]=[CH:9][C:10]([F:16])=[C:11]([CH:15]=1)[C:12]([NH:31][C:29]1[S:30][C:26]([C:18]([CH3:19])([C:20]2[CH:25]=[CH:24][CH:23]=[CH:22][CH:21]=2)[CH3:17])=[N:27][N:28]=1)=[O:14])(=[O:5])=[O:6])[CH3:2], predict the reactants needed to synthesize it. The reactants are: [CH2:1]([NH:3][S:4]([C:7]1[CH:8]=[CH:9][C:10]([F:16])=[C:11]([CH:15]=1)[C:12]([OH:14])=O)(=[O:6])=[O:5])[CH3:2].[CH3:17][C:18]([C:26]1[S:30][C:29]([NH2:31])=[N:28][N:27]=1)([C:20]1[CH:25]=[CH:24][CH:23]=[CH:22][CH:21]=1)[CH3:19].C(Cl)CCl.C1C=NC2N(O)N=NC=2C=1. (4) Given the product [Cl:11][C:10]1[CH:9]=[CH:8][C:4]([C:5]([OH:7])=[O:6])=[CH:3][C:2]=1[NH:1][C:37]([C:32]1[CH:33]=[CH:34][C:35](=[O:36])[N:30]([C:24]2[C:25]([Cl:29])=[CH:26][CH:27]=[CH:28][C:23]=2[Cl:22])[CH:31]=1)=[O:38], predict the reactants needed to synthesize it. The reactants are: [NH2:1][C:2]1[CH:3]=[C:4]([CH:8]=[CH:9][C:10]=1[Cl:11])[C:5]([OH:7])=[O:6].C[Si](C)(C)[N-][Si](C)(C)C.[Li+].[Cl:22][C:23]1[CH:28]=[CH:27][CH:26]=[C:25]([Cl:29])[C:24]=1[N:30]1[C:35](=[O:36])[CH:34]=[CH:33][C:32]([C:37](OC)=[O:38])=[CH:31]1.Cl. (5) Given the product [CH2:1]([NH:9][C:10]([C@H:12]1[CH2:17][CH2:16][CH2:15][CH2:14][NH:13]1)=[O:11])[CH2:2][CH2:3][CH2:4][CH2:5][CH2:6][CH2:7][CH3:8], predict the reactants needed to synthesize it. The reactants are: [CH2:1]([NH:9][C:10]([C@H:12]1[CH2:17][CH2:16][CH2:15][CH2:14][N:13]1C(OC(C)(C)C)=O)=[O:11])[CH2:2][CH2:3][CH2:4][CH2:5][CH2:6][CH2:7][CH3:8].FC(F)(F)C(O)=O. (6) The reactants are: [C:1]1([S:7]([N:10]2[CH2:15][CH2:14][N:13]([C:16]([C:18]3[NH:19][C:20]4[C:25]([CH:26]=3)=[CH:24][C:23]([C:27]([N:29]3[CH2:34][CH2:33][N:32]([CH:35]([CH3:37])[CH3:36])[CH2:31][CH2:30]3)=[O:28])=[CH:22][CH:21]=4)=[O:17])[CH2:12][CH2:11]2)(=[O:9])=[O:8])[CH:6]=[CH:5][CH:4]=[CH:3][CH:2]=1.[Cl:38][C:39]1[CH:44]=[C:43](B(O)O)[CH:42]=[CH:41][N:40]=1. Given the product [C:1]1([S:7]([N:10]2[CH2:11][CH2:12][N:13]([C:16]([C:18]3[N:19]([C:43]4[CH:42]=[CH:41][N:40]=[C:39]([Cl:38])[CH:44]=4)[C:20]4[C:25]([CH:26]=3)=[CH:24][C:23]([C:27]([N:29]3[CH2:30][CH2:31][N:32]([CH:35]([CH3:37])[CH3:36])[CH2:33][CH2:34]3)=[O:28])=[CH:22][CH:21]=4)=[O:17])[CH2:14][CH2:15]2)(=[O:8])=[O:9])[CH:2]=[CH:3][CH:4]=[CH:5][CH:6]=1, predict the reactants needed to synthesize it.